This data is from Reaction yield outcomes from USPTO patents with 853,638 reactions. The task is: Predict the reaction yield, written as a fraction of the theoretical maximum amount of product (1.0 means a 100% yield; for example, 0.34 means a 34% yield). The reactants are C(=O)([O-])[O-].[Ca+2].[C:6](Cl)(Cl)=[S:7].[Cl:10][C:11]1[CH:12]=[C:13]([CH:15]=[CH:16][C:17]=1[S:18]([C:21]([F:24])([F:23])[F:22])(=[O:20])=[O:19])[NH2:14].Cl. The catalyst is ClCCl.O. The product is [Cl:10][C:11]1[CH:12]=[C:13]([N:14]=[C:6]=[S:7])[CH:15]=[CH:16][C:17]=1[S:18]([C:21]([F:24])([F:22])[F:23])(=[O:19])=[O:20]. The yield is 0.720.